The task is: Predict which catalyst facilitates the given reaction.. This data is from Catalyst prediction with 721,799 reactions and 888 catalyst types from USPTO. Reactant: [CH3:1][O:2][C:3]1[N:4]=[C:5]2[C:10](=[CH:11][CH:12]=1)[N:9]=[CH:8][C:7]([N+:13]([O-:15])=[O:14])=[C:6]2O.O=P(Cl)(Cl)[Cl:19]. Product: [Cl:19][C:6]1[C:7]([N+:13]([O-:15])=[O:14])=[CH:8][N:9]=[C:10]2[C:5]=1[N:4]=[C:3]([O:2][CH3:1])[CH:12]=[CH:11]2. The catalyst class is: 3.